This data is from Full USPTO retrosynthesis dataset with 1.9M reactions from patents (1976-2016). The task is: Predict the reactants needed to synthesize the given product. (1) Given the product [CH2:17]([O:9][C:4]1[CH:5]=[CH:6][CH:7]=[CH:8][C:3]=1[CH2:2][OH:1])[CH2:18][CH2:19][CH3:20], predict the reactants needed to synthesize it. The reactants are: [OH:1][CH2:2][C:3]1[CH:8]=[CH:7][CH:6]=[CH:5][C:4]=1[OH:9].C(=O)([O-])[O-].[K+].[K+].I[CH2:17][CH2:18][CH2:19][CH3:20]. (2) Given the product [Cl:21][C:22]1[CH:23]=[C:24]([NH:29][C:30]([NH:13][C:10]2[CH:11]=[CH:12][C:7]([O:6][CH2:5][CH2:4][CH2:3][N:2]([CH3:1])[CH3:20])=[C:8]([C:14]3[N:15]([CH3:19])[N:16]=[CH:17][CH:18]=3)[CH:9]=2)=[O:31])[CH:25]=[CH:26][C:27]=1[F:28], predict the reactants needed to synthesize it. The reactants are: [CH3:1][N:2]([CH3:20])[CH2:3][CH2:4][CH2:5][O:6][C:7]1[CH:12]=[CH:11][C:10]([NH2:13])=[CH:9][C:8]=1[C:14]1[N:15]([CH3:19])[N:16]=[CH:17][CH:18]=1.[Cl:21][C:22]1[CH:23]=[C:24]([N:29]=[C:30]=[O:31])[CH:25]=[CH:26][C:27]=1[F:28]. (3) Given the product [OH:8][C:9]1[CH:37]=[CH:36][C:12]([C:13]([NH:15][NH:16][C:17]([C:19]2[O:20][CH:21]=[C:22]([C:30]3[CH:31]=[CH:32][CH:33]=[CH:34][CH:35]=3)[C:23]=2[C:24]2[CH:29]=[CH:28][CH:27]=[CH:26][CH:25]=2)=[O:18])=[O:14])=[CH:11][C:10]=1[O:38][CH3:39], predict the reactants needed to synthesize it. The reactants are: C([O:8][C:9]1[CH:37]=[CH:36][C:12]([C:13]([NH:15][NH:16][C:17]([C:19]2[O:20][CH:21]=[C:22]([C:30]3[CH:35]=[CH:34][CH:33]=[CH:32][CH:31]=3)[C:23]=2[C:24]2[CH:29]=[CH:28][CH:27]=[CH:26][CH:25]=2)=[O:18])=[O:14])=[CH:11][C:10]=1[O:38][CH3:39])C1C=CC=CC=1.O1CCOCC1. (4) Given the product [CH2:16]([NH:21][C:11](=[O:13])[C:10]1[CH:9]=[CH:8][C:7]([C:1]2[CH:2]=[CH:3][CH:4]=[CH:5][CH:6]=2)=[CH:15][CH:14]=1)[CH2:17][CH:18]([CH3:20])[CH3:19], predict the reactants needed to synthesize it. The reactants are: [C:1]1([C:7]2[CH:15]=[CH:14][C:10]([C:11]([OH:13])=O)=[CH:9][CH:8]=2)[CH:6]=[CH:5][CH:4]=[CH:3][CH:2]=1.[CH2:16]([NH2:21])[CH2:17][CH:18]([CH3:20])[CH3:19]. (5) Given the product [Br:1][C:2]1[C:3]([F:10])=[C:4]([CH:5]([OH:6])[CH2:12][C:11]#[N:13])[CH:7]=[CH:8][CH:9]=1, predict the reactants needed to synthesize it. The reactants are: [Br:1][C:2]1[C:3]([F:10])=[C:4]([CH:7]=[CH:8][CH:9]=1)[CH:5]=[O:6].[C:11](#[N:13])[CH3:12]. (6) Given the product [CH3:3][O:4][C:5]1[C:9]([C:10]([OH:12])=[O:11])=[CH:8][N:7]([C:15]2[N:20]=[CH:19][CH:18]=[CH:17][N:16]=2)[N:6]=1, predict the reactants needed to synthesize it. The reactants are: [OH-].[Na+].[CH3:3][O:4][C:5]1[C:9]([C:10]([O:12]CC)=[O:11])=[CH:8][N:7]([C:15]2[N:20]=[CH:19][CH:18]=[CH:17][N:16]=2)[N:6]=1.O.Cl. (7) Given the product [CH:11]1([CH2:17][C:18]([N:20]=[C:21]=[S:22])=[O:19])[CH2:16][CH2:15][CH2:14][CH2:13][CH2:12]1.[CH:11]1([CH2:17][C:18]([NH:20][C:21]([NH:42][C:41]2[CH:43]=[CH:44][C:38]([O:37][C:28]3[C:27]4[C:32](=[CH:33][C:34]([O:35][CH3:36])=[C:25]([O:24][CH3:23])[CH:26]=4)[N:31]=[CH:30][CH:29]=3)=[CH:39][CH:40]=2)=[S:22])=[O:19])[CH2:16][CH2:15][CH2:14][CH2:13][CH2:12]1, predict the reactants needed to synthesize it. The reactants are: C1(CC(Cl)=O)CCCCC1.[CH:11]1([CH2:17][C:18]([N:20]=[C:21]=[S:22])=[O:19])[CH2:16][CH2:15][CH2:14][CH2:13][CH2:12]1.[CH3:23][O:24][C:25]1[CH:26]=[C:27]2[C:32](=[CH:33][C:34]=1[O:35][CH3:36])[N:31]=[CH:30][CH:29]=[C:28]2[O:37][C:38]1[CH:44]=[CH:43][C:41]([NH2:42])=[CH:40][CH:39]=1.C1(C)C=CC=CC=1. (8) The reactants are: [NH2:1][CH2:2][C@@H:3]1[C@H:7]([OH:8])[CH2:6][N:5]([CH2:9][CH2:10][N:11]2[C:20]3[C:15](=[N:16][CH:17]=[C:18]([F:21])[CH:19]=3)[CH:14]=[CH:13][C:12]2=[O:22])[CH2:4]1.[Cl:23][C:24]1[C:33]([CH:34]=O)=[N:32][C:31]2[NH:30][C:29](=[O:36])[CH2:28][O:27][C:26]=2[CH:25]=1.C(=O)([O-])[O-].[Na+].[Na+].C(O[BH-](OC(=O)C)OC(=O)C)(=O)C.[Na+]. Given the product [ClH:23].[Cl:23][C:24]1[C:33]([CH2:34][NH:1][CH2:2][C@@H:3]2[C@H:7]([OH:8])[CH2:6][N:5]([CH2:9][CH2:10][N:11]3[C:20]4[C:15](=[N:16][CH:17]=[C:18]([F:21])[CH:19]=4)[CH:14]=[CH:13][C:12]3=[O:22])[CH2:4]2)=[N:32][C:31]2[NH:30][C:29](=[O:36])[CH2:28][O:27][C:26]=2[CH:25]=1, predict the reactants needed to synthesize it. (9) Given the product [CH3:1][C:2]1([CH3:26])[CH2:11][CH2:10][C:9]([CH3:12])([CH3:13])[C:8]2[CH:7]=[C:6]([S:14][C:15]3[CH:16]=[C:17]([CH2:21][C:22]([OH:24])=[O:23])[CH:18]=[CH:19][CH:20]=3)[CH:5]=[CH:4][C:3]1=2, predict the reactants needed to synthesize it. The reactants are: [CH3:1][C:2]1([CH3:26])[CH2:11][CH2:10][C:9]([CH3:13])([CH3:12])[C:8]2[CH:7]=[C:6]([S:14][C:15]3[CH:16]=[C:17]([CH2:21][C:22]([O:24]C)=[O:23])[CH:18]=[CH:19][CH:20]=3)[CH:5]=[CH:4][C:3]1=2.CC1(C)CCC(C)(C)C2C=C(SC3C=C(CC(OCCCC)=O)C=CC=3)C=CC1=2. (10) Given the product [CH3:30][C@@H:27]1[CH2:28][NH:29][C:22]2[C:18]3[C:19]4[CH:20]=[CH:21][C:12]([C:9]5[CH:8]=[C:7]([NH:32][C:33](=[O:36])[CH:34]=[CH2:35])[CH:6]=[CH:11][CH:10]=5)=[N:13][C:14]=4[CH:15]=[CH:16][C:17]=3[S:24][C:23]=2[C:25](=[O:31])[NH:26]1, predict the reactants needed to synthesize it. The reactants are: COCCO[C:6]1[CH:11]=[CH:10][C:9]([C:12]2[CH:21]=[CH:20][C:19]3[C:18]4[C:22]5[NH:29][CH2:28][C@@H:27]([CH3:30])[NH:26][C:25](=[O:31])[C:23]=5[S:24][C:17]=4[CH:16]=[CH:15][C:14]=3[N:13]=2)=[CH:8][C:7]=1[NH:32][C:33](=[O:36])[CH:34]=[CH2:35].CC1(C)C(C)(C)OB(C2C=C(NC(=O)C=C)C=CC=2)O1.